Dataset: Merck oncology drug combination screen with 23,052 pairs across 39 cell lines. Task: Regression. Given two drug SMILES strings and cell line genomic features, predict the synergy score measuring deviation from expected non-interaction effect. (1) Drug 1: O=c1[nH]cc(F)c(=O)[nH]1. Drug 2: C#Cc1cccc(Nc2ncnc3cc(OCCOC)c(OCCOC)cc23)c1. Cell line: UWB1289. Synergy scores: synergy=16.4. (2) Drug 1: CN(Cc1cnc2nc(N)nc(N)c2n1)c1ccc(C(=O)NC(CCC(=O)O)C(=O)O)cc1. Drug 2: O=C(NOCC(O)CO)c1ccc(F)c(F)c1Nc1ccc(I)cc1F. Cell line: SKMEL30. Synergy scores: synergy=-8.44.